Dataset: Reaction yield outcomes from USPTO patents with 853,638 reactions. Task: Predict the reaction yield, written as a fraction of the theoretical maximum amount of product (1.0 means a 100% yield; for example, 0.34 means a 34% yield). (1) The reactants are C([O:3][C:4]1[C:5](=O)[CH:6]([C:10](=O)[C:11]([O:13][CH2:14][CH3:15])=[O:12])[CH2:7][CH2:8][CH:9]=1)C.O.[NH2:19][NH2:20]. The catalyst is C(O)C. The product is [O:3]=[C:4]1[C:5]2[NH:20][N:19]=[C:10]([C:11]([O:13][CH2:14][CH3:15])=[O:12])[C:6]=2[CH2:7][CH2:8][CH2:9]1. The yield is 0.700. (2) The reactants are C([O:3][C:4](=[O:32])[C:5]1[CH:10]=[CH:9][CH:8]=[C:7]([N:11]2[C:15]([CH3:16])=[CH:14][CH:13]=[C:12]2[C:17]2[CH:22]=[CH:21][CH:20]=[CH:19][C:18]=2[O:23][CH2:24][C:25]2[CH:30]=[CH:29][C:28]([F:31])=[CH:27][CH:26]=2)[CH:6]=1)C.[OH-].[Na+]. The catalyst is CCO. The product is [F:31][C:28]1[CH:27]=[CH:26][C:25]([CH2:24][O:23][C:18]2[CH:19]=[CH:20][CH:21]=[CH:22][C:17]=2[C:12]2[N:11]([C:7]3[CH:6]=[C:5]([CH:10]=[CH:9][CH:8]=3)[C:4]([OH:32])=[O:3])[C:15]([CH3:16])=[CH:14][CH:13]=2)=[CH:30][CH:29]=1. The yield is 0.860. (3) The reactants are Br[C:2]1[C:3]([CH3:8])=[N:4][CH:5]=[CH:6][CH:7]=1.[C:9]1(B2OC(C)(C)C(C)(C)O2)[CH2:14][CH2:13][CH2:12][CH2:11][CH:10]=1.C(=O)([O-])[O-].[Cs+].[Cs+].O1CCOCC1. The catalyst is [Pd].C1(P(C2C=CC=CC=2)C2C=CC=CC=2)C=CC=CC=1.C1(P(C2C=CC=CC=2)C2C=CC=CC=2)C=CC=CC=1.C1(P(C2C=CC=CC=2)C2C=CC=CC=2)C=CC=CC=1.C1(P(C2C=CC=CC=2)C2C=CC=CC=2)C=CC=CC=1.O. The product is [C:9]1([C:2]2[C:3]([CH3:8])=[N:4][CH:5]=[CH:6][CH:7]=2)[CH2:14][CH2:13][CH2:12][CH2:11][CH:10]=1. The yield is 0.850. (4) The reactants are [Cl:1][C:2]1[C:10]([OH:11])=[CH:9][C:8]([C:12]2[N:13]([C:28]([O:30][C:31]([CH3:34])([CH3:33])[CH3:32])=[O:29])[C:14]3[C:19]([CH:20]=2)=[CH:18][C:17]([CH2:21][N:22]2[CH2:27][CH2:26][CH2:25][CH2:24][CH2:23]2)=[CH:16][CH:15]=3)=[C:7]2[C:3]=1[CH2:4][NH:5][C:6]2=[O:35].C(=O)([O-])[O-].[Cs+].[Cs+].Cl.[N:43]1[CH:48]=[CH:47][CH:46]=[C:45]([CH2:49]Cl)[CH:44]=1.O. The catalyst is C(#N)C. The product is [Cl:1][C:2]1[C:10]([O:11][CH2:49][C:45]2[CH:44]=[N:43][CH:48]=[CH:47][CH:46]=2)=[CH:9][C:8]([C:12]2[N:13]([C:28]([O:30][C:31]([CH3:32])([CH3:34])[CH3:33])=[O:29])[C:14]3[C:19]([CH:20]=2)=[CH:18][C:17]([CH2:21][N:22]2[CH2:27][CH2:26][CH2:25][CH2:24][CH2:23]2)=[CH:16][CH:15]=3)=[C:7]2[C:3]=1[CH2:4][NH:5][C:6]2=[O:35]. The yield is 0.600. (5) The catalyst is CO. The reactants are [CH3:1][N:2]1[C:10]2[C:5](=[CH:6][CH:7]=[CH:8][CH:9]=2)[CH:4]=[C:3]1C=O.[CH:13]1([NH2:16])[CH2:15][CH2:14]1.C(O)(=O)C.[BH3-]C#N.[Na+]. The yield is 0.650. The product is [CH:13]1([NH:16][C:3]2[N:2]([CH3:1])[C:10]3[C:5]([CH:4]=2)=[CH:6][CH:7]=[CH:8][CH:9]=3)[CH2:15][CH2:14]1. (6) The reactants are [Br:1][C:2]1[C:10]2[N:9]=[CH:8][NH:7][C:6]=2[CH:5]=[C:4]([N+:11]([O-:13])=[O:12])[CH:3]=1.Br[CH2:15][C:16]1[CH:21]=[CH:20][CH:19]=[C:18]([Cl:22])[C:17]=1[CH3:23].C(=O)([O-])[O-].[K+].[K+].O. The catalyst is CN(C)C=O. The product is [Br:1][C:2]1[C:10]2[N:9]=[CH:8][N:7]([CH2:15][C:16]3[CH:21]=[CH:20][CH:19]=[C:18]([Cl:22])[C:17]=3[CH3:23])[C:6]=2[CH:5]=[C:4]([N+:11]([O-:13])=[O:12])[CH:3]=1. The yield is 0.388. (7) The reactants are [CH3:1][C:2]([OH:6])([CH3:5])[CH2:3][OH:4].[H-].[Na+].[CH2:9]([N:13]1[C:17]2[CH:18]=[N:19][CH:20]=[CH:21][C:16]=2[S:15]/[C:14]/1=[N:22]\[C:23](=[O:35])[C:24]1[CH:29]=[C:28]([C:30]([F:33])([F:32])[F:31])[CH:27]=[CH:26][C:25]=1F)[CH2:10][CH2:11][CH3:12]. The catalyst is C1COCC1. The product is [CH2:9]([N:13]1[C:17]2[CH:18]=[N:19][CH:20]=[CH:21][C:16]=2[S:15]/[C:14]/1=[N:22]\[C:23](=[O:35])[C:24]1[CH:29]=[C:28]([C:30]([F:33])([F:32])[F:31])[CH:27]=[CH:26][C:25]=1[O:4][CH2:3][C:2]([OH:6])([CH3:5])[CH3:1])[CH2:10][CH2:11][CH3:12]. The yield is 0.350. (8) The reactants are [CH3:1][S:2]([CH2:5][CH2:6][CH2:7][O:8][C:9]1[C:10]([CH3:25])=[C:11]2[N:16]([CH:17]=1)[N:15]=[CH:14][N:13]=[C:12]2[O:18]C1C=CC=CC=1)(=[O:4])=[O:3].Cl. The catalyst is C(O)C. The product is [CH3:1][S:2]([CH2:5][CH2:6][CH2:7][O:8][C:9]1[C:10]([CH3:25])=[C:11]2[N:16]([CH:17]=1)[N:15]=[CH:14][N:13]=[C:12]2[OH:18])(=[O:4])=[O:3]. The yield is 0.950. (9) The catalyst is CCO. The product is [S:8]1[C:3]2[CH:4]=[CH:5][CH:6]=[CH:7][C:2]=2[N:1]=[C:9]1[C:10]([O:12][CH2:13][CH3:14])=[O:11]. The yield is 0.360. The reactants are [NH2:1][C:2]1[CH:7]=[CH:6][CH:5]=[CH:4][C:3]=1[SH:8].[C:9](OCC)(=O)[C:10]([O:12][CH2:13][CH3:14])=[O:11].O.Cl.